From a dataset of Reaction yield outcomes from USPTO patents with 853,638 reactions. Predict the reaction yield, written as a fraction of the theoretical maximum amount of product (1.0 means a 100% yield; for example, 0.34 means a 34% yield). The reactants are C[Si]([N-][Si](C)(C)C)(C)C.[Li+].[NH2:11][C:12]1[C:17]([C:18]#[N:19])=[CH:16][C:15]([Br:20])=[CH:14][N:13]=1.Cl[C:22]([O:24][CH3:25])=[O:23]. The catalyst is C1COCC1. The product is [Br:20][C:15]1[CH:16]=[C:17]([C:18]#[N:19])[C:12]([NH:11][C:22](=[O:23])[O:24][CH3:25])=[N:13][CH:14]=1. The yield is 0.630.